From a dataset of Reaction yield outcomes from USPTO patents with 853,638 reactions. Predict the reaction yield, written as a fraction of the theoretical maximum amount of product (1.0 means a 100% yield; for example, 0.34 means a 34% yield). (1) The reactants are [Cl:1][CH2:2][C:3]1[N:7]=[C:6]([C:8]2[CH:13]=[CH:12][N:11]=[CH:10][CH:9]=2)[O:5][N:4]=1.[C:14]1([C@@H:20]([NH:32][C:33]2[CH:38]=[CH:37][CH:36]=[CH:35][CH:34]=2)[C:21]([O:23][C@@H:24]2[CH:29]3[CH2:30][CH2:31][N:26]([CH2:27][CH2:28]3)[CH2:25]2)=[O:22])[CH:19]=[CH:18][CH:17]=[CH:16][CH:15]=1.CC#N.O. The catalyst is CCOC(C)=O. The product is [Cl-:1].[C:14]1([C@@H:20]([NH:32][C:33]2[CH:38]=[CH:37][CH:36]=[CH:35][CH:34]=2)[C:21]([O:23][C@@H:24]2[CH:29]3[CH2:28][CH2:27][N+:26]([CH2:2][C:3]4[N:7]=[C:6]([C:8]5[CH:13]=[CH:12][N:11]=[CH:10][CH:9]=5)[O:5][N:4]=4)([CH2:31][CH2:30]3)[CH2:25]2)=[O:22])[CH:15]=[CH:16][CH:17]=[CH:18][CH:19]=1. The yield is 0.290. (2) The reactants are BrCCBr.C[Si](Cl)(C)C.[CH3:10][O:11][C:12](=[O:21])/[C:13](/I)=[CH:14]\[CH:15]1[CH2:19][CH2:18][CH2:17][CH2:16]1.C1(P(C2C=CC=CC=2)C2C=CC=CC=2)C=CC=CC=1.Br[C:42]1[CH:47]=[CH:46][C:45]([N:48]2[C:52]([CH3:53])=[N:51][N:50]=[N:49]2)=[C:44]([C:54]([F:57])([F:56])[F:55])[CH:43]=1.[Cl-].[NH4+]. The catalyst is O1CCCC1.[Zn].C1C=CC(/C=C/C(/C=C/C2C=CC=CC=2)=O)=CC=1.C1C=CC(/C=C/C(/C=C/C2C=CC=CC=2)=O)=CC=1.[Pd]. The product is [CH3:10][O:11][C:12](=[O:21])/[C:13](/[C:42]1[CH:47]=[CH:46][C:45]([N:48]2[C:52]([CH3:53])=[N:51][N:50]=[N:49]2)=[C:44]([C:54]([F:57])([F:56])[F:55])[CH:43]=1)=[CH:14]/[CH:15]1[CH2:19][CH2:18][CH2:17][CH2:16]1. The yield is 0.776.